This data is from NCI-60 drug combinations with 297,098 pairs across 59 cell lines. The task is: Regression. Given two drug SMILES strings and cell line genomic features, predict the synergy score measuring deviation from expected non-interaction effect. (1) Drug 1: CS(=O)(=O)C1=CC(=C(C=C1)C(=O)NC2=CC(=C(C=C2)Cl)C3=CC=CC=N3)Cl. Drug 2: CN(C(=O)NC(C=O)C(C(C(CO)O)O)O)N=O. Cell line: T-47D. Synergy scores: CSS=4.41, Synergy_ZIP=-3.84, Synergy_Bliss=-4.25, Synergy_Loewe=-4.47, Synergy_HSA=-4.31. (2) Drug 1: CC(CN1CC(=O)NC(=O)C1)N2CC(=O)NC(=O)C2. Drug 2: COC1=C2C(=CC3=C1OC=C3)C=CC(=O)O2. Cell line: A549. Synergy scores: CSS=33.8, Synergy_ZIP=-0.781, Synergy_Bliss=-1.49, Synergy_Loewe=-1.01, Synergy_HSA=-0.147.